This data is from Peptide-MHC class I binding affinity with 185,985 pairs from IEDB/IMGT. The task is: Regression. Given a peptide amino acid sequence and an MHC pseudo amino acid sequence, predict their binding affinity value. This is MHC class I binding data. (1) The MHC is Patr-B0101 with pseudo-sequence Patr-B0101. The peptide sequence is YLVAYQATQ. The binding affinity (normalized) is 0. (2) The peptide sequence is RIGTAATKR. The MHC is HLA-A68:01 with pseudo-sequence HLA-A68:01. The binding affinity (normalized) is 0.423. (3) The peptide sequence is MTRVTNNVY. The MHC is HLA-B58:01 with pseudo-sequence HLA-B58:01. The binding affinity (normalized) is 0.404. (4) The peptide sequence is LTFIRSTMPL. The MHC is HLA-A26:01 with pseudo-sequence HLA-A26:01. The binding affinity (normalized) is 0.176.